Task: Predict the product of the given reaction.. Dataset: Forward reaction prediction with 1.9M reactions from USPTO patents (1976-2016) Given the reactants [NH2:1][C:2]1[C:11]([Cl:12])=[CH:10][C:5]([C:6]([O:8][CH3:9])=[O:7])=[C:4]([C:13]2[CH:18]=[CH:17][CH:16]=[C:15]([F:19])[CH:14]=2)[N:3]=1.Cl[CH2:21][CH:22]=O.O, predict the reaction product. The product is: [Cl:12][C:11]1[C:2]2[N:3]([CH:21]=[CH:22][N:1]=2)[C:4]([C:13]2[CH:18]=[CH:17][CH:16]=[C:15]([F:19])[CH:14]=2)=[C:5]([C:6]([O:8][CH3:9])=[O:7])[CH:10]=1.